From a dataset of Merck oncology drug combination screen with 23,052 pairs across 39 cell lines. Regression. Given two drug SMILES strings and cell line genomic features, predict the synergy score measuring deviation from expected non-interaction effect. Drug 1: C#Cc1cccc(Nc2ncnc3cc(OCCOC)c(OCCOC)cc23)c1. Drug 2: NC1CCCCC1N.O=C(O)C(=O)O.[Pt+2]. Cell line: SKMES1. Synergy scores: synergy=3.17.